This data is from CYP2D6 inhibition data for predicting drug metabolism from PubChem BioAssay. The task is: Regression/Classification. Given a drug SMILES string, predict its absorption, distribution, metabolism, or excretion properties. Task type varies by dataset: regression for continuous measurements (e.g., permeability, clearance, half-life) or binary classification for categorical outcomes (e.g., BBB penetration, CYP inhibition). Dataset: cyp2d6_veith. (1) The molecule is O=C(O)Cc1sc(-c2ccc(Cl)cc2)nc1-c1ccccc1. The result is 0 (non-inhibitor). (2) The molecule is N[C@@H](Cc1cc(CP(=O)(O)O)cc(-c2ccccc2Cl)c1)C(=O)O. The result is 0 (non-inhibitor). (3) The compound is CCOC(=O)N1CCN(C(=O)c2cccn3c(=O)c4cc(Cl)ccc4nc23)CC1. The result is 0 (non-inhibitor). (4) The drug is COc1ccccc1CN1CC[C@@]2(CCCN(C(=O)c3cccc(F)c3)C2)C1. The result is 1 (inhibitor). (5) The compound is COc1cccc(Cn2c(=O)c(CCc3ccccc3)nc3cnc(N4CCOCC4)nc32)c1. The result is 0 (non-inhibitor). (6) The molecule is CC(=O)[C@@H]1CC[C@H]2[C@H]3CC[C@H]4C[C@@H](O)CC[C@]4(C)[C@@H]3CC[C@@]21C. The result is 0 (non-inhibitor).